From a dataset of Catalyst prediction with 721,799 reactions and 888 catalyst types from USPTO. Predict which catalyst facilitates the given reaction. (1) Reactant: [Br:1][C:2]1[C:3]([NH2:9])=[N:4][CH:5]=[C:6]([F:8])[CH:7]=1.Cl[C:11]([C:14]([O:16][CH2:17][CH3:18])=[O:15])=[CH:12][O-].[K+].S(=O)(=O)(O)O.C(=O)(O)[O-].[Na+]. Product: [Br:1][C:2]1[C:3]2[N:4]([C:11]([C:14]([O:16][CH2:17][CH3:18])=[O:15])=[CH:12][N:9]=2)[CH:5]=[C:6]([F:8])[CH:7]=1. The catalyst class is: 41. (2) Reactant: [CH2:1]([O:4][CH2:5][CH:6]([OH:11])[CH2:7][CH2:8][CH:9]=[CH2:10])[CH:2]=[CH2:3].[H-].[Na+].[CH2:14](Br)[C:15]1[CH:20]=[CH:19][CH:18]=[CH:17][CH:16]=1. Product: [CH2:14]([O:11][CH:6]([CH2:7][CH2:8][CH:9]=[CH2:10])[CH2:5][O:4][CH2:1][CH:2]=[CH2:3])[C:15]1[CH:20]=[CH:19][CH:18]=[CH:17][CH:16]=1. The catalyst class is: 3. (3) Reactant: [N+:1]([C:4]1[CH:5]=[C:6]([CH:12]=[CH:13][CH:14]=1)[CH:7]=[CH:8][C:9](O)=[O:10])([O-:3])=[O:2].C(Cl)(=O)C([Cl:18])=O. Product: [N+:1]([C:4]1[CH:5]=[C:6]([CH:12]=[CH:13][CH:14]=1)[CH:7]=[CH:8][C:9]([Cl:18])=[O:10])([O-:3])=[O:2]. The catalyst class is: 3. (4) Reactant: [C:1]1(=O)[CH2:7][CH2:6]C[CH2:4][CH2:3][CH2:2]1.[CH:9](OC)([O:12][CH3:13])[O:10][CH3:11].C1(C)C=CC(S(O)(=O)=O)=CC=1. Product: [CH3:11][O:10][C:9]1([O:12][CH3:13])[CH2:4][CH2:3][CH2:2][CH2:1][CH2:7][CH2:6]1. The catalyst class is: 5.